From a dataset of Full USPTO retrosynthesis dataset with 1.9M reactions from patents (1976-2016). Predict the reactants needed to synthesize the given product. (1) Given the product [CH3:38][N:37]([CH2:36][CH2:35][CH2:34][N:33]([CH3:42])[CH2:32][CH2:31][NH:30][C:13]1[C:14]2[C:2](=[O:1])[C:3]3[CH:4]=[CH:5][N:6]=[CH:7][C:8]=3[C:9]=2[C:10]2[CH:29]=[CH:28][CH:27]=[CH:26][C:11]=2[N:12]=1)[CH2:39][CH2:40][NH:41][C:13]1[C:14]2[C:2](=[O:1])[C:3]3[CH:4]=[CH:5][N:6]=[CH:7][C:8]=3[C:9]=2[C:10]2[CH:29]=[CH:28][CH:27]=[CH:26][C:11]=2[N:12]=1, predict the reactants needed to synthesize it. The reactants are: [O:1]=[C:2]1[C:14]2[C:13](OS(C3C=CC(C)=CC=3)(=O)=O)=[N:12][C:11]3[CH:26]=[CH:27][CH:28]=[CH:29][C:10]=3[C:9]=2[C:8]2[CH:7]=[N:6][CH:5]=[CH:4][C:3]1=2.[NH2:30][CH2:31][CH2:32][N:33]([CH3:42])[CH2:34][CH2:35][CH2:36][N:37]([CH2:39][CH2:40][NH2:41])[CH3:38]. (2) Given the product [CH3:28][C@@H:19]([N:12]1[C:13]2[N:14]=[CH:15][N:16]=[CH:17][C:18]=2[C:10]([C:8]([C:4]2[CH:3]=[C:2]([NH:1][C:38](=[O:39])[CH2:37][N:35]3[CH:36]=[C:32]([CH:29]([CH3:30])[CH3:31])[N:33]=[N:34]3)[CH:7]=[N:6][CH:5]=2)=[O:9])=[CH:11]1)[CH2:20][O:21][CH:22]1[CH2:27][CH2:26][CH2:25][CH2:24][O:23]1, predict the reactants needed to synthesize it. The reactants are: [NH2:1][C:2]1[CH:3]=[C:4]([C:8]([C:10]2[C:18]3[CH:17]=[N:16][CH:15]=[N:14][C:13]=3[N:12]([C@H:19]([CH3:28])[CH2:20][O:21][CH:22]3[CH2:27][CH2:26][CH2:25][CH2:24][O:23]3)[CH:11]=2)=[O:9])[CH:5]=[N:6][CH:7]=1.[CH:29]([C:32]1[N:33]=[N:34][N:35]([CH2:37][C:38](O)=[O:39])[CH:36]=1)([CH3:31])[CH3:30].CCN(C(C)C)C(C)C. (3) The reactants are: C[Si](C)(C)CCOC[O:7][CH2:8][C:9]1[N:10]=[C:11]([C:14]2[CH:18]=[C:17]([C:19]([OH:22])([CH3:21])[CH3:20])[O:16][N:15]=2)[S:12][CH:13]=1.Br[C:26]1[CH:31]=[CH:30][C:29]([S:32]([NH:35][C@@H:36]([CH3:41])[C:37]([F:40])([F:39])[F:38])(=[O:34])=[O:33])=[C:28]([Cl:42])[C:27]=1[Cl:43].C([O-])([O-])=O.[Na+].[Na+].P(C1CCCCC1)(C1CCCCC1)C1CCCCC1.[H+].[B-](F)(F)(F)F.C(O)(C(C)(C)C)=O. Given the product [Cl:42][C:28]1[C:27]([Cl:43])=[C:26]([C:13]2[S:12][C:11]([C:14]3[CH:18]=[C:17]([C:19]([OH:22])([CH3:20])[CH3:21])[O:16][N:15]=3)=[N:10][C:9]=2[CH2:8][OH:7])[CH:31]=[CH:30][C:29]=1[S:32]([NH:35][C@@H:36]([CH3:41])[C:37]([F:40])([F:38])[F:39])(=[O:34])=[O:33], predict the reactants needed to synthesize it. (4) Given the product [CH3:1][N:2]([C:12]1[CH:17]=[CH:16][C:15]([NH:18][C:19]([NH:21][C:22]2[CH:27]=[CH:26][CH:25]=[CH:24][CH:23]=2)=[O:20])=[CH:14][CH:13]=1)[S:3]([C:6]1[S:7][C:8]([C:38]2[CH2:39][CH2:40][N:35]([C:28]([O:30][C:31]([CH3:34])([CH3:33])[CH3:32])=[O:29])[CH2:36][CH:37]=2)=[CH:9][CH:10]=1)(=[O:5])=[O:4], predict the reactants needed to synthesize it. The reactants are: [CH3:1][N:2]([C:12]1[CH:17]=[CH:16][C:15]([NH:18][C:19]([NH:21][C:22]2[CH:27]=[CH:26][CH:25]=[CH:24][CH:23]=2)=[O:20])=[CH:14][CH:13]=1)[S:3]([C:6]1[S:7][C:8](Br)=[CH:9][CH:10]=1)(=[O:5])=[O:4].[C:28]([N:35]1[CH2:40][CH:39]=[C:38](B2OC(C)(C)C(C)(C)O2)[CH2:37][CH2:36]1)([O:30][C:31]([CH3:34])([CH3:33])[CH3:32])=[O:29]. (5) Given the product [Cl:18][C:19]1[CH:25]=[CH:24][C:23]([OH:26])=[CH:22][C:20]=1[NH:21][C:2]1[CH:7]=[C:6]([C:8]([F:11])([F:10])[F:9])[N:5]=[C:4]([C:12]2[CH:17]=[CH:16][N:15]=[CH:14][CH:13]=2)[N:3]=1, predict the reactants needed to synthesize it. The reactants are: Cl[C:2]1[CH:7]=[C:6]([C:8]([F:11])([F:10])[F:9])[N:5]=[C:4]([C:12]2[CH:17]=[CH:16][N:15]=[CH:14][CH:13]=2)[N:3]=1.[Cl:18][C:19]1[CH:25]=[CH:24][C:23]([OH:26])=[CH:22][C:20]=1[NH2:21].